This data is from Reaction yield outcomes from USPTO patents with 853,638 reactions. The task is: Predict the reaction yield, written as a fraction of the theoretical maximum amount of product (1.0 means a 100% yield; for example, 0.34 means a 34% yield). (1) The reactants are [N:1]([O-])=O.[Na+].[CH2:5]([O:12][C:13]1[CH:19]=[CH:18][C:16]([NH2:17])=[C:15]([F:20])[CH:14]=1)[C:6]1[CH:11]=[CH:10][CH:9]=[CH:8][CH:7]=1.Cl.[CH3:22][O:23][CH2:24][C:25](=[O:31])[CH2:26][C:27]([O:29][CH3:30])=[O:28].CC([O-])=O.[Na+]. The catalyst is O.CO. The product is [CH2:5]([O:12][C:13]1[CH:19]=[CH:18][C:16]([NH:17][N:1]=[C:26]([C:25](=[O:31])[CH2:24][O:23][CH3:22])[C:27]([O:29][CH3:30])=[O:28])=[C:15]([F:20])[CH:14]=1)[C:6]1[CH:7]=[CH:8][CH:9]=[CH:10][CH:11]=1. The yield is 0.910. (2) The reactants are P(Cl)(Cl)(Cl)=O.[CH2:6]([O:9][C:10]1[C:11]([C:24](=O)[CH3:25])=[CH:12][C:13]2[C:14]([CH3:23])([CH3:22])[CH2:15][CH2:16][C:17]([CH3:21])([CH3:20])[C:18]=2[CH:19]=1)[CH2:7][CH3:8].C(=O)([O-])O.[Na+].OC(C1C=C2C(=CC=1OCCC)C(C)(C)CCC2(C)C)=CCl.[OH-].[Na+]. The catalyst is O1CCOCC1.O.[Cl-].[Na+].O.CN(C)C=O. The product is [C:24]([C:11]1[CH:12]=[C:13]2[C:18](=[CH:19][C:10]=1[O:9][CH2:6][CH2:7][CH3:8])[C:17]([CH3:21])([CH3:20])[CH2:16][CH2:15][C:14]2([CH3:22])[CH3:23])#[CH:25]. The yield is 0.390. (3) The reactants are [C:1]1([CH2:9][OH:10])[CH:6]=[CH:5][C:4]([CH2:7][OH:8])=[CH:3][CH:2]=1.F[C:12]1[CH:17]=[CH:16][CH:15]=[CH:14][N:13]=1.CN(C)C=O.[H-].[Na+]. The catalyst is O. The product is [N:13]1[CH:14]=[CH:15][CH:16]=[CH:17][C:12]=1[O:8][CH2:7][C:4]1[CH:5]=[CH:6][C:1]([CH2:9][OH:10])=[CH:2][CH:3]=1. The yield is 0.660.